This data is from Full USPTO retrosynthesis dataset with 1.9M reactions from patents (1976-2016). The task is: Predict the reactants needed to synthesize the given product. (1) Given the product [Br:1][C:2]1[CH:3]=[C:4]([CH2:9][CH2:10][CH2:11][C:12]([O:14][CH3:15])=[O:13])[CH:5]=[CH:6][C:7]=1[F:8], predict the reactants needed to synthesize it. The reactants are: [Br:1][C:2]1[CH:3]=[C:4]([CH2:9]/[CH:10]=[CH:11]/[C:12]([O:14][CH3:15])=[O:13])[CH:5]=[CH:6][C:7]=1[F:8].O.[BH4-].[Na+]. (2) Given the product [CH2:11]([O:10][C:5]([C:6]1[C:29]2[C:24](=[CH:25][CH:26]=[C:27]([OH:30])[CH:28]=2)[N:23]=[C:16]([C:17]2[CH:18]=[CH:19][CH:20]=[CH:21][CH:22]=2)[CH:8]=1)=[O:9])[CH3:12], predict the reactants needed to synthesize it. The reactants are: [Cl-].[In+3].[Cl-].[Cl-].[C:5]([O:10][CH2:11][CH3:12])(=[O:9])[C:6]([CH3:8])=O.C(#N)C.[CH:16](=[N:23][C:24]1[CH:29]=[CH:28][C:27]([OH:30])=[CH:26][CH:25]=1)[C:17]1[CH:22]=[CH:21][CH:20]=[CH:19][CH:18]=1. (3) Given the product [CH2:4]([N:11]1[CH2:16][CH2:15][CH:14]([CH3:17])[CH:13]([NH:18][CH3:19])[CH2:12]1)[C:5]1[CH:6]=[CH:7][CH:8]=[CH:9][CH:10]=1, predict the reactants needed to synthesize it. The reactants are: [BH4-].[Na+].[Br-].[CH2:4]([N+:11]1[CH:16]=[CH:15][C:14]([CH3:17])=[C:13]([NH:18][CH3:19])[CH:12]=1)[C:5]1[CH:10]=[CH:9][CH:8]=[CH:7][CH:6]=1.Cl. (4) Given the product [CH3:31][O:32][CH2:33][C:34]([NH:1][CH2:2][C:3]1([C:16]2[CH:17]=[CH:18][CH:19]=[CH:20][CH:21]=2)[CH2:8][CH2:7][N:6]([C:9]([O:11][C:12]([CH3:14])([CH3:15])[CH3:13])=[O:10])[CH2:5][CH2:4]1)=[O:35], predict the reactants needed to synthesize it. The reactants are: [NH2:1][CH2:2][C:3]1([C:16]2[CH:21]=[CH:20][CH:19]=[CH:18][CH:17]=2)[CH2:8][CH2:7][N:6]([C:9]([O:11][C:12]([CH3:15])([CH3:14])[CH3:13])=[O:10])[CH2:5][CH2:4]1.C(N(C(C)C)CC)(C)C.[CH3:31][O:32][CH2:33][C:34](Cl)=[O:35].O. (5) Given the product [C:4]([C:6]1[C:11]([C:12]([O:14][CH2:15][CH3:16])=[O:13])=[CH:10][N:9]=[C:8]([S:17][CH3:18])[N:7]=1)(=[O:3])[CH3:5], predict the reactants needed to synthesize it. The reactants are: C([O:3][C:4]([C:6]1[C:11]([C:12]([O:14][CH2:15][CH3:16])=[O:13])=[CH:10][N:9]=[C:8]([S:17][CH3:18])[N:7]=1)=[CH2:5])C.Cl. (6) Given the product [CH3:8][C:6]1[CH:5]=[CH:4][N:3]=[C:2]([CH:9]=[CH2:10])[CH:7]=1, predict the reactants needed to synthesize it. The reactants are: Br[C:2]1[CH:7]=[C:6]([CH3:8])[CH:5]=[CH:4][N:3]=1.[CH2:9]([Sn](CCCC)(CCCC)C=C)[CH2:10]CC.